This data is from Forward reaction prediction with 1.9M reactions from USPTO patents (1976-2016). The task is: Predict the product of the given reaction. (1) Given the reactants [H-].[Na+].[Br:3][C:4]1[C:13]2[O:12][C:11]([CH3:15])([CH3:14])[C:10](=[O:16])[NH:9][C:8]=2[CH:7]=[C:6]([S:17]([CH2:20][CH3:21])(=[O:19])=[O:18])[CH:5]=1.[CH3:22]I, predict the reaction product. The product is: [Br:3][C:4]1[C:13]2[O:12][C:11]([CH3:14])([CH3:15])[C:10](=[O:16])[N:9]([CH3:22])[C:8]=2[CH:7]=[C:6]([S:17]([CH2:20][CH3:21])(=[O:19])=[O:18])[CH:5]=1. (2) Given the reactants [CH2:1]([O:3][C:4]([C:6]1[CH:7]=[C:8]2[N:13]([CH:14]=1)[CH:12]=[CH:11][C:10]([CH2:15][OH:16])=[CH:9]2)=[O:5])[CH3:2].Br[C:18]1[CH:23]=[CH:22][CH:21]=[C:20]([S:24]([CH3:27])(=[O:26])=[O:25])[CH:19]=1, predict the reaction product. The product is: [CH2:1]([O:3][C:4]([C:6]1[CH:7]=[C:8]2[N:13]([C:14]=1[C:18]1[CH:23]=[CH:22][CH:21]=[C:20]([S:24]([CH3:27])(=[O:26])=[O:25])[CH:19]=1)[CH:12]=[CH:11][C:10]([CH2:15][OH:16])=[CH:9]2)=[O:5])[CH3:2]. (3) Given the reactants ClC(Cl)(Cl)CO[C:5](=[O:28])[NH:6][C:7]1[C:8]([CH3:27])=[C:9]([CH3:26])[C:10]2[O:14][CH2:13][CH:12]([C:15]3[CH:20]=[CH:19][C:18]([CH:21]([CH3:23])[CH3:22])=[CH:17][CH:16]=3)[C:11]=2[C:24]=1[CH3:25].[NH2:31][C:32]([CH3:36])([CH3:35])[CH2:33][OH:34], predict the reaction product. The product is: [OH:34][CH2:33][C:32]([NH:31][C:5]([NH:6][C:7]1[C:8]([CH3:27])=[C:9]([CH3:26])[C:10]2[O:14][CH2:13][CH:12]([C:15]3[CH:20]=[CH:19][C:18]([CH:21]([CH3:22])[CH3:23])=[CH:17][CH:16]=3)[C:11]=2[C:24]=1[CH3:25])=[O:28])([CH3:36])[CH3:35]. (4) Given the reactants [CH3:1][C:2]1[O:6][N:5]=[C:4]([C:7]2[CH:13]=[CH:12][C:10]([NH2:11])=[CH:9][CH:8]=2)[N:3]=1.Br[CH2:15][C:16]([O:18][CH2:19][CH3:20])=[O:17], predict the reaction product. The product is: [C:16]([O:18][CH2:19][CH2:20][NH:11][C:10]1[CH:12]=[CH:13][C:7]([C:4]2[N:3]=[C:2]([CH3:1])[O:6][N:5]=2)=[CH:8][CH:9]=1)(=[O:17])[CH3:15]. (5) Given the reactants C([O:4][CH2:5][C:6]1[NH:7][C:8](=[O:32])[C:9]2[S:14][C:13]([N:15]3[CH2:20][CH2:19][CH:18]([O:21][C:22]4[CH:27]=[CH:26][CH:25]=[CH:24][C:23]=4[C:28]([F:31])([F:30])[F:29])[CH2:17][CH2:16]3)=[N:12][C:10]=2[N:11]=1)(=O)C.[O-]CC.[Na+], predict the reaction product. The product is: [OH:4][CH2:5][C:6]1[NH:7][C:8](=[O:32])[C:9]2[S:14][C:13]([N:15]3[CH2:16][CH2:17][CH:18]([O:21][C:22]4[CH:27]=[CH:26][CH:25]=[CH:24][C:23]=4[C:28]([F:29])([F:31])[F:30])[CH2:19][CH2:20]3)=[N:12][C:10]=2[N:11]=1. (6) Given the reactants C[O:2][C:3](=[O:32])[C@H:4]([CH2:28][CH2:29][S:30][CH3:31])[NH:5][C:6](=[O:27])[C:7]1[CH:12]=[CH:11][C:10]([CH2:13][S:14][C:15]2[CH:16]=[N:17][CH:18]=[CH:19][CH:20]=2)=[CH:9][C:8]=1[C:21]1[CH:26]=[CH:25][CH:24]=[CH:23][CH:22]=1, predict the reaction product. The product is: [N:17]1[CH:18]=[CH:19][CH:20]=[C:15]([S:14][CH2:13][C:10]2[CH:11]=[CH:12][C:7]([C:6]([NH:5][C@H:4]([C:3]([OH:32])=[O:2])[CH2:28][CH2:29][S:30][CH3:31])=[O:27])=[C:8]([C:21]3[CH:22]=[CH:23][CH:24]=[CH:25][CH:26]=3)[CH:9]=2)[CH:16]=1.